This data is from Experimentally validated miRNA-target interactions with 360,000+ pairs, plus equal number of negative samples. The task is: Binary Classification. Given a miRNA mature sequence and a target amino acid sequence, predict their likelihood of interaction. (1) The miRNA is mmu-miR-301a-3p with sequence CAGUGCAAUAGUAUUGUCAAAGC. The protein sequence of the target gene is MEKILHMAEGIDIGEMPSYDLMLPKPSKGQKRYLSTYDGQNPPKKQAGSKFHVRARFEPVHFVASSSKAERQEDPYGPQTKDVNGRTHFASMPRNFYQDYTQDSFSIQDGNSQYCNSSGFIFTKDQPVATNMYFDSGNPAPSSTSQQANCQPAPEPPPSQMYPESLVAEKQYFIEKLTATIWKNLSNPEMTSGSDKINYTYMLTRCIQACKTNPEYIYAPLKEIPPADIPKNKKLLTDGYACEVRCQNIYLTTGYAGSKNGSRDRATELAVKLLQKRIEVRVVRRKFKHIIGEDLVVCQI.... Result: 1 (interaction). (2) The miRNA is hsa-miR-6506-5p with sequence ACUGGGAUGUCACUGAAUAUGGU. The protein sequence of the target gene is MAATVATAAAVAPAPAPGTDSASSVHWFRKGLRLHDNPALLAAVRGARCVRCVYILDPWFAASSSVGINRWRFLLQSLEDLDTSLRKLNSRLFVVRGQPADVFPRLFKEWGVTRLTFEYDSEPFGKERDAAIMKMAKEAGVEVVTENSHTLYDLDRIIELNGQKPPLTYKRFQAIISRMELPKKPVGLVTSQQMESCRAEIQENHDETYGVPSLEELGFPTEGLGPAVWQGGETEALARLDKHLERKAWVANYERPRMNANSLLASPTGLSPYLRFGCLSCRLFYYRLWDLYKKVKRNST.... Result: 1 (interaction). (3) The miRNA is rno-miR-155-5p with sequence UUAAUGCUAAUUGUGAUAGGGGU. The protein sequence of the target gene is MPYEIKKVFASLPQVERGVSKILGGDPKGDHFLYTNGKCVILRNIDNPAIADIYTEHAHQVVVAKYAPSGFYIASGDISGKLRIWDTTQKEHLLKYEYQPFAGKIKDIAWTEDSKRIAVVGEGREKFGAVFLWDTGSSVGEITGHNKVINSVDIKQTRPYRLATGSDDNCAAFFEGPPFKFKFTIGDHSRFVNCVRFSPDGNRFATASADGQIFIYDGKTGEKVCALGESKAHDGGIYAISWSPDSTHLLSASGDKTSKIWDVNVNSVVSTFPMGSNVLDQQLGCLWQKDHLLSISLSGY.... Result: 0 (no interaction). (4) The miRNA is hsa-miR-660-3p with sequence ACCUCCUGUGUGCAUGGAUUA. The protein sequence of the target gene is MAGAVSLLGVVGLLLVSALSGVLGDRANPDLRAHPGNAAHPGSGATEPRRRPPLKDQRERTRAGSLPLGALYTAAVAAFVLYKCLQGKDETAVLHEEASKQQPLQSEQQLAQLTQQLAQTEQHLNNLMAQLDPLFERVTTLAGAQQELLNMKLWTIHELLQDSKPDKDMEASEPGEGSGGESAGGGDKVSETGTFLISPHTEASRPLPEDFCLKEDEEEIGDSQAWEEPTNWSTETWNLATSWEVGRGLRRRCSQAVAKGPSHSLGWEGGTTAEGRLKQSLFS. Result: 1 (interaction). (5) The miRNA is hsa-miR-6892-3p with sequence UCCCUCUCCCACCCCUUGCAG. The protein sequence of the target gene is MPEWPPCLSVAPALVITMAAGKGAPLSPSAENRWRLSEPELGRGCKPVLLEKTNRLGPEAAVGRAGRDVGSAELALLVAPGKPRPGKPLPPKTRGEQRQSAFTELPRMKDRQVDAQAQEREHDDPTGQPGAPQLTQNIPRGPAGSKVFSVWPSGARSEQRSAFSKPTKRPAERPELTSVFPAGESADALGELSGLLNTTDLACWGRLSTPKLLVGDLWNLQALPQNAPLCSTFLGAPTLWLEHTQAQVPPPSSSSTTSWALLPPTLTSLGLSTQNWCAKCNLSFRLTSDLVFHMRSHHKK.... Result: 1 (interaction). (6) The protein sequence of the target gene is MKCLGKRRGQAAAFLPLCWLFLKILQPGHSHLYNNRYAGDKVIRFIPKTEEEAYALKKISYQLKVDLWQPSSISYVSEGTVTDVHIPQNGSRALLAFLQEANIQYKVLIEDLQKTLEKGSSLHTQRNRRSLSGYNYEVYHSLEEIQNWMHHLNKTHSGLIHMFSIGRSYEGRSLFILKLGRRSRLKRAVWIDCGIHAREWIGPAFCQWFVKEALLTYKSDPAMRKMLNHLYFYIMPVFNVDGYHFSWTNDRFWRKTRSRNSRFRCRGVDANRNWKVKWCDEGASMHPCDDTYCGPFPESE.... The miRNA is hsa-miR-6750-3p with sequence GAACUCACCCUCUGCUCCCAG. Result: 0 (no interaction).